This data is from Forward reaction prediction with 1.9M reactions from USPTO patents (1976-2016). The task is: Predict the product of the given reaction. (1) Given the reactants [CH2:1]([NH:8][C:9]([C:11]1[CH:20]=[CH:19][C:18]2[C:13](=[C:14](Br)[CH:15]=[N:16][CH:17]=2)[N:12]=1)=[O:10])[C:2]1[CH:7]=[CH:6][CH:5]=[CH:4][CH:3]=1.[N:22]1[CH:27]=[CH:26][CH:25]=[C:24](B(O)O)[CH:23]=1.C(=O)([O-])[O-].[Cs+].[Cs+], predict the reaction product. The product is: [CH2:1]([NH:8][C:9]([C:11]1[CH:20]=[CH:19][C:18]2[C:13](=[C:14]([C:24]3[CH:23]=[N:22][CH:27]=[CH:26][CH:25]=3)[CH:15]=[N:16][CH:17]=2)[N:12]=1)=[O:10])[C:2]1[CH:7]=[CH:6][CH:5]=[CH:4][CH:3]=1. (2) Given the reactants [Cl:1][C:2]1[CH:28]=[CH:27][C:5]([C:6]([NH:8][CH:9]([C:21]2[CH:26]=[CH:25][CH:24]=[CH:23][CH:22]=2)[CH2:10][CH2:11][CH2:12][NH:13]C(=O)OC(C)(C)C)=[O:7])=[CH:4][C:3]=1[NH:29][C:30]([C:32]1[C:43](=[O:44])[NH:42][C:35]2[N:36]=[C:37]([O:40][CH3:41])[N:38]=[CH:39][C:34]=2[CH:33]=1)=[O:31].FC(F)(F)C(O)=O, predict the reaction product. The product is: [NH2:13][CH2:12][CH2:11][CH2:10][CH:9]([NH:8][C:6]([C:5]1[CH:27]=[CH:28][C:2]([Cl:1])=[C:3]([NH:29][C:30]([C:32]2[C:43](=[O:44])[NH:42][C:35]3[N:36]=[C:37]([O:40][CH3:41])[N:38]=[CH:39][C:34]=3[CH:33]=2)=[O:31])[CH:4]=1)=[O:7])[C:21]1[CH:22]=[CH:23][CH:24]=[CH:25][CH:26]=1.